Dataset: NCI-60 drug combinations with 297,098 pairs across 59 cell lines. Task: Regression. Given two drug SMILES strings and cell line genomic features, predict the synergy score measuring deviation from expected non-interaction effect. Drug 1: CC1C(C(CC(O1)OC2CC(CC3=C2C(=C4C(=C3O)C(=O)C5=C(C4=O)C(=CC=C5)OC)O)(C(=O)CO)O)N)O.Cl. Drug 2: CN(C)N=NC1=C(NC=N1)C(=O)N. Cell line: NCI-H322M. Synergy scores: CSS=1.51, Synergy_ZIP=0.231, Synergy_Bliss=-0.551, Synergy_Loewe=-2.80, Synergy_HSA=-3.09.